Dataset: Reaction yield outcomes from USPTO patents with 853,638 reactions. Task: Predict the reaction yield, written as a fraction of the theoretical maximum amount of product (1.0 means a 100% yield; for example, 0.34 means a 34% yield). (1) The catalyst is C1COCC1. The reactants are [CH:1]1([C:4]2[NH:8][N:7]=[C:6]([NH:9][C:10]3[C:17]([F:18])=[CH:16][C:13]([CH:14]=O)=[C:12]([NH:19][C@H:20]([C:22]4[CH:27]=[CH:26][C:25]([F:28])=[CH:24][CH:23]=4)[CH3:21])[N:11]=3)[CH:5]=2)[CH2:3][CH2:2]1.[CH3:29][NH2:30].[BH-](OC(C)=O)(OC(C)=O)OC(C)=O.[Na+].[BH4-].[Na+]. The product is [CH:1]1([C:4]2[NH:8][N:7]=[C:6]([NH:9][C:10]3[C:17]([F:18])=[CH:16][C:13]([CH2:14][NH:30][CH3:29])=[C:12]([NH:19][C@H:20]([C:22]4[CH:27]=[CH:26][C:25]([F:28])=[CH:24][CH:23]=4)[CH3:21])[N:11]=3)[CH:5]=2)[CH2:3][CH2:2]1. The yield is 0.480. (2) The reactants are [C:1]([C:3]1[CH:4]=[C:5]([C@@H:13]([CH2:17][CH:18]2[CH2:22][CH2:21][CH2:20][CH2:19]2)[C:14](O)=[O:15])[CH:6]=[CH:7][C:8]=1[S:9]([CH3:12])(=[O:11])=[O:10])#[N:2].C(Cl)(=O)C(Cl)=O.[C:29]([Si:33]([CH3:44])([CH3:43])[O:34][CH2:35][CH2:36][N:37]1[CH:41]=[CH:40][C:39]([NH2:42])=[N:38]1)([CH3:32])([CH3:31])[CH3:30].N1C(C)=CC=CC=1C. The catalyst is CN(C)C=O.C(Cl)Cl. The product is [C:29]([Si:33]([CH3:44])([CH3:43])[O:34][CH2:35][CH2:36][N:37]1[CH:41]=[CH:40][C:39]([NH:42][C:14](=[O:15])[C@@H:13]([C:5]2[CH:6]=[CH:7][C:8]([S:9]([CH3:12])(=[O:11])=[O:10])=[C:3]([C:1]#[N:2])[CH:4]=2)[CH2:17][CH:18]2[CH2:19][CH2:20][CH2:21][CH2:22]2)=[N:38]1)([CH3:32])([CH3:31])[CH3:30]. The yield is 0.840. (3) The reactants are [Cl-].O[NH3+:3].[C:4](=[O:7])([O-])[OH:5].[Na+].CS(C)=O.[CH2:13]([C:17]1[N:18]([CH2:32][C:33]2[CH:38]=[CH:37][C:36]([C:39]3[C:40]([C:45]#[N:46])=[CH:41][CH:42]=[CH:43][CH:44]=3)=[CH:35][C:34]=2[F:47])[C:19](=[O:31])[C:20]([C:24]2[CH:29]=[CH:28][C:27]([F:30])=[CH:26][CH:25]=2)=[C:21]([CH3:23])[N:22]=1)[CH2:14][CH2:15][CH3:16]. The catalyst is O. The product is [CH2:13]([C:17]1[N:18]([CH2:32][C:33]2[CH:38]=[CH:37][C:36]([C:39]3[CH:44]=[CH:43][CH:42]=[CH:41][C:40]=3[C:45]3[NH:3][C:4](=[O:7])[O:5][N:46]=3)=[CH:35][C:34]=2[F:47])[C:19](=[O:31])[C:20]([C:24]2[CH:25]=[CH:26][C:27]([F:30])=[CH:28][CH:29]=2)=[C:21]([CH3:23])[N:22]=1)[CH2:14][CH2:15][CH3:16]. The yield is 0.730. (4) The reactants are [Cl:1][C:2]1[CH:10]=[CH:9][C:5]([CH2:6][C:7]#[N:8])=[CH:4][CH:3]=1.[Cl:11][C:12]1[CH:13]=[C:14]([CH:17]=[CH:18][CH:19]=1)[CH:15]=O.[OH-].[Na+]. The catalyst is CC(O)C. The product is [Cl:11][C:12]1[CH:13]=[C:14](/[CH:15]=[C:6](/[C:5]2[CH:9]=[CH:10][C:2]([Cl:1])=[CH:3][CH:4]=2)\[C:7]#[N:8])[CH:17]=[CH:18][CH:19]=1. The yield is 0.851.